Dataset: Full USPTO retrosynthesis dataset with 1.9M reactions from patents (1976-2016). Task: Predict the reactants needed to synthesize the given product. (1) Given the product [Cl:1][C:2]1[C:7]([NH:8][C:10](=[O:11])[O:12][C:13]([CH3:16])([CH3:15])[CH3:14])=[C:6]([CH3:9])[CH:5]=[CH:4][N:3]=1, predict the reactants needed to synthesize it. The reactants are: [Cl:1][C:2]1[C:7]([NH2:8])=[C:6]([CH3:9])[CH:5]=[CH:4][N:3]=1.[C:10](O[C:10]([O:12][C:13]([CH3:16])([CH3:15])[CH3:14])=[O:11])([O:12][C:13]([CH3:16])([CH3:15])[CH3:14])=[O:11].[Na].C[Si](C)(C)N[Si](C)(C)C. (2) Given the product [C:3]([O:7][C:8]([N:10]1[CH2:15][CH2:14][C@:13]([O:30][CH2:49][C:50]#[N:51])([C:16]2[CH:17]=[CH:18][C:19]([CH2:22][O:23][CH2:24][C@@H:25]([CH3:29])[CH2:26][O:27][CH3:28])=[CH:20][CH:21]=2)[C@@H:12]([O:31][CH2:32][C:33]2[CH:34]=[CH:35][C:36]3[O:41][CH2:40][CH2:39][N:38]([CH2:42][CH2:43][CH2:44][O:45][CH3:46])[C:37]=3[CH:47]=2)[CH2:11]1)=[O:9])([CH3:6])([CH3:4])[CH3:5], predict the reactants needed to synthesize it. The reactants are: [H-].[Na+].[C:3]([O:7][C:8]([N:10]1[CH2:15][CH2:14][C@:13]([OH:30])([C:16]2[CH:21]=[CH:20][C:19]([CH2:22][O:23][CH2:24][C@@H:25]([CH3:29])[CH2:26][O:27][CH3:28])=[CH:18][CH:17]=2)[C@@H:12]([O:31][CH2:32][C:33]2[CH:34]=[CH:35][C:36]3[O:41][CH2:40][CH2:39][N:38]([CH2:42][CH2:43][CH2:44][O:45][CH3:46])[C:37]=3[CH:47]=2)[CH2:11]1)=[O:9])([CH3:6])([CH3:5])[CH3:4].Br[CH2:49][C:50]#[N:51]. (3) Given the product [Cl:18][C:3]1[C:4]2[N:8]=[C:7]([CH2:9][CH3:10])[N:6]([CH2:11][C:12]([F:15])([F:14])[F:13])[C:5]=2[CH:16]=[CH:17][C:2]=1[C:19]#[N:20], predict the reactants needed to synthesize it. The reactants are: Br[C:2]1[CH:17]=[CH:16][C:5]2[N:6]([CH2:11][C:12]([F:15])([F:14])[F:13])[C:7]([CH2:9][CH3:10])=[N:8][C:4]=2[C:3]=1[Cl:18].[C:19]([Cu])#[N:20]. (4) The reactants are: [Li+].CC([N-]C(C)C)C.[Cl:9][C:10]1[CH:11]=[C:12]([CH2:17][C:18]([O:20][CH3:21])=[O:19])[CH:13]=[C:14]([Cl:16])[CH:15]=1.[CH3:22][O:23][C:24]1[CH:25]=[C:26]([CH:29]=[CH:30][CH:31]=1)[CH2:27]Br.Cl. Given the product [CH3:21][O:20][C:18](=[O:19])[CH:17]([C:12]1[CH:11]=[C:10]([Cl:9])[CH:15]=[C:14]([Cl:16])[CH:13]=1)[CH2:27][C:26]1[CH:29]=[CH:30][CH:31]=[C:24]([O:23][CH3:22])[CH:25]=1, predict the reactants needed to synthesize it. (5) Given the product [NH2:9][C:10]1[C:38]([Cl:39])=[CH:37][C:13]([C:14]([NH:16][CH:17]2[CH2:18][CH2:19][N:20]([CH2:23][CH:24]3[CH2:25][CH2:26][N:27]([C:30]([C@H:32]4[CH2:36][CH2:35][CH2:34][O:33]4)=[O:31])[CH2:28][CH2:29]3)[CH2:21][CH2:22]2)=[O:15])=[C:12]([O:40][CH3:41])[CH:11]=1, predict the reactants needed to synthesize it. The reactants are: C([O-])(=O)/C=C/C([O-])=O.[NH2:9][C:10]1[C:38]([Cl:39])=[CH:37][C:13]([C:14]([NH:16][CH:17]2[CH2:22][CH2:21][N:20]([CH2:23][CH:24]3[CH2:29][CH2:28][N:27]([C:30]([C@@H:32]4[CH2:36][CH2:35][CH2:34][O:33]4)=[O:31])[CH2:26][CH2:25]3)[CH2:19][CH2:18]2)=[O:15])=[C:12]([O:40][CH3:41])[CH:11]=1. (6) Given the product [CH3:1][C:2]1[O:6][N:5]=[C:4]([N:7]2[C:16]3[C:11](=[CH:12][CH:13]=[CH:14][N:15]=3)[CH:10]=[C:9]([C:17]([Cl:24])=[O:18])[C:8]2=[O:20])[CH:3]=1, predict the reactants needed to synthesize it. The reactants are: [CH3:1][C:2]1[O:6][N:5]=[C:4]([N:7]2[C:16]3[C:11](=[CH:12][CH:13]=[CH:14][N:15]=3)[CH:10]=[C:9]([C:17](O)=[O:18])[C:8]2=[O:20])[CH:3]=1.C(Cl)(=O)C([Cl:24])=O.CN(C)C=O. (7) Given the product [C:14]1([S:20]([CH2:2][C:3]2[O:7][N:6]=[C:5]([C:8]3[CH:13]=[CH:12][CH:11]=[CH:10][CH:9]=3)[N:4]=2)(=[O:22])=[O:21])[CH:19]=[CH:18][CH:17]=[CH:16][CH:15]=1, predict the reactants needed to synthesize it. The reactants are: Cl[CH2:2][C:3]1[O:7][N:6]=[C:5]([C:8]2[CH:13]=[CH:12][CH:11]=[CH:10][CH:9]=2)[N:4]=1.[C:14]1([S:20]([O-:22])=[O:21])[CH:19]=[CH:18][CH:17]=[CH:16][CH:15]=1.[Na+].C1OCCOCCOCCOCCOCCOC1. (8) Given the product [Cl:8][C:7]1[C:2]([C:12]2[CH:13]=[C:14]([S:16][CH3:17])[N:15]=[C:10]([CH3:9])[N:11]=2)=[N:3][CH:4]=[CH:5][N:6]=1, predict the reactants needed to synthesize it. The reactants are: Cl[C:2]1[C:7]([Cl:8])=[N:6][CH:5]=[CH:4][N:3]=1.[CH3:9][C:10]1[N:15]=[C:14]([S:16][CH3:17])[CH:13]=[C:12]([Sn](CCCC)(CCCC)CCCC)[N:11]=1. (9) The reactants are: [F:1][C:2]1[CH:7]=[CH:6][C:5]([C:8]2[CH:13]=[N:12][C:11]([N:14]3[CH2:19][CH2:18][NH:17][CH2:16][CH2:15]3)=[CH:10][N:9]=2)=[CH:4][CH:3]=1.C(N(CC)CC)C.[CH3:27][S:28](Cl)(=[O:30])=[O:29]. Given the product [F:1][C:2]1[CH:7]=[CH:6][C:5]([C:8]2[CH:13]=[N:12][C:11]([N:14]3[CH2:15][CH2:16][N:17]([S:28]([CH3:27])(=[O:30])=[O:29])[CH2:18][CH2:19]3)=[CH:10][N:9]=2)=[CH:4][CH:3]=1, predict the reactants needed to synthesize it. (10) Given the product [Cl:18][C:19]1[CH:20]=[CH:21][C:22]([C@H:25]2[C@@:27]3([C:35]4[C:30](=[CH:31][CH:32]=[CH:33][CH:34]=4)[N:29]([CH2:10][C:6]4[CH:5]=[C:4]([CH:9]=[CH:8][CH:7]=4)[C:3]([N:14]([CH3:15])[CH3:13])=[O:12])[C:28]3=[O:36])[CH2:26]2)=[CH:23][CH:24]=1, predict the reactants needed to synthesize it. The reactants are: CO[C:3](=[O:12])[C:4]1[CH:9]=[CH:8][CH:7]=[C:6]([CH2:10]Br)[CH:5]=1.[CH3:13][NH:14][CH3:15].CN.[Cl:18][C:19]1[CH:24]=[CH:23][C:22]([C@@H:25]2[C@:27]3([C:35]4[C:30](=[CH:31][CH:32]=[CH:33][CH:34]=4)[NH:29][C:28]3=[O:36])[CH2:26]2)=[CH:21][CH:20]=1.